Task: Predict the reaction yield, written as a fraction of the theoretical maximum amount of product (1.0 means a 100% yield; for example, 0.34 means a 34% yield).. Dataset: Reaction yield outcomes from USPTO patents with 853,638 reactions (1) The product is [CH2:1]([O:4][C:5]1([CH3:38])[CH2:10][CH2:9][N:8]([C:11]2[N:16]3[N:17]=[C:18]([C:20]4[CH:21]=[C:22]([C:41]5[C:42]([OH:46])=[CH:43][CH:44]=[CH:45][C:40]=5[F:39])[CH:23]=[CH:24][CH:25]=4)[CH:19]=[C:15]3[N:14]=[C:13]([CH3:27])[C:12]=2[C@H:28]([O:33][C:34]([CH3:37])([CH3:36])[CH3:35])[C:29]([O:31][CH3:32])=[O:30])[CH2:7][CH2:6]1)[CH:2]=[CH2:3]. No catalyst specified. The reactants are [CH2:1]([O:4][C:5]1([CH3:38])[CH2:10][CH2:9][N:8]([C:11]2[N:16]3[N:17]=[C:18]([C:20]4[CH:25]=[CH:24][CH:23]=[C:22](Br)[CH:21]=4)[CH:19]=[C:15]3[N:14]=[C:13]([CH3:27])[C:12]=2[C@H:28]([O:33][C:34]([CH3:37])([CH3:36])[CH3:35])[C:29]([O:31][CH3:32])=[O:30])[CH2:7][CH2:6]1)[CH:2]=[CH2:3].[F:39][C:40]1[CH:45]=[CH:44][CH:43]=[C:42]([OH:46])[C:41]=1B(O)O. The yield is 0.750. (2) The catalyst is C(Cl)Cl. The yield is 0.430. The reactants are [CH3:1][O:2][C:3]1[CH:8]=[C:7]([C:9]([F:12])([F:11])[F:10])[CH:6]=[CH:5][C:4]=1[C:13]1[C:22]2[C:17](=[CH:18][C:19]([S:23]([N:26](CC3C=CC(OC)=CC=3)[C:27]3[N:28]=[CH:29][S:30][CH:31]=3)(=[O:25])=[O:24])=[CH:20][CH:21]=2)[CH:16]=[CH:15][N:14]=1.C(O)(C(F)(F)F)=O. The product is [CH3:1][O:2][C:3]1[CH:8]=[C:7]([C:9]([F:10])([F:11])[F:12])[CH:6]=[CH:5][C:4]=1[C:13]1[C:22]2[C:17](=[CH:18][C:19]([S:23]([NH:26][C:27]3[N:28]=[CH:29][S:30][CH:31]=3)(=[O:25])=[O:24])=[CH:20][CH:21]=2)[CH:16]=[CH:15][N:14]=1. (3) The reactants are C1(P(C2C=CC=CC=2)C2C=CC=CC=2)C=CC=CC=1.C(OC([CH:27]1[CH2:32][NH:31][CH2:30][CH2:29][N:28]1[CH:33](O)[CH3:34])=O)(C)(C)C.CCOC(/N=N/C(OCC)=O)=O.O1CCCCC1[N:54]1[C:62]2[C:57](=[CH:58][C:59]([C:63]3[N:67]=[CH:66][N:65](C(C4C=CC=CC=4)(C4C=CC=CC=4)C4C=CC=CC=4)[N:64]=3)=[CH:60][CH:61]=2)[C:56]([C:87]2[CH:88]=[C:89]([OH:93])[CH:90]=[CH:91][CH:92]=2)=[N:55]1.Cl. The catalyst is O1CCCC1. The product is [NH:64]1[C:63]([C:59]2[CH:58]=[C:57]3[C:62](=[CH:61][CH:60]=2)[NH:54][N:55]=[C:56]3[C:87]2[CH:92]=[CH:91][CH:90]=[C:89]([O:93][CH2:34][CH2:33][N:28]3[CH2:27][CH2:32][NH:31][CH2:30][CH2:29]3)[CH:88]=2)=[N:67][CH:66]=[N:65]1. The yield is 0.520. (4) The reactants are [CH3:1][O:2][C:3](=[O:16])[C:4]([NH:12][C:13](=[O:15])[CH3:14])=[CH:5][C:6]1[CH:11]=[CH:10][CH:9]=[CH:8][CH:7]=1.[H][H]. The catalyst is CO. The product is [CH3:1][O:2][C:3](=[O:16])[C@@H:4]([NH:12][C:13](=[O:15])[CH3:14])[CH2:5][C:6]1[CH:7]=[CH:8][CH:9]=[CH:10][CH:11]=1. The yield is 0.990.